Dataset: Full USPTO retrosynthesis dataset with 1.9M reactions from patents (1976-2016). Task: Predict the reactants needed to synthesize the given product. (1) Given the product [CH3:18][C:19]1[NH:15][C:13](=[O:14])[C:12]([C:10]2[N:11]=[C:7]([C:4]3[CH:5]=[CH:6][N:1]=[CH:2][CH:3]=3)[S:8][CH:9]=2)=[CH:21][CH:20]=1, predict the reactants needed to synthesize it. The reactants are: [N:1]1[CH:6]=[CH:5][C:4]([C:7]2[S:8][CH:9]=[C:10]([CH2:12][C:13]([NH2:15])=[O:14])[N:11]=2)=[CH:3][CH:2]=1.CN(C)[CH:18]=[CH:19][C:20](=O)[CH3:21].[H-].[Na+].Cl. (2) The reactants are: [CH:1]12[CH2:7][C:4]([NH:8][C:9]3[CH:10]=[C:11]4[C:15](=[CH:16][CH:17]=3)[NH:14][N:13]=[CH:12]4)([CH2:5][CH2:6]1)[CH2:3][NH:2]2.[CH:18]([C:20]1[CH:21]=[CH:22][C:23]([CH3:31])=[C:24]([NH:26][S:27]([CH3:30])(=[O:29])=[O:28])[CH:25]=1)=O. Given the product [NH:14]1[C:15]2[C:11](=[CH:10][C:9]([NH:8][C:4]34[CH2:7][CH:1]([CH2:6][CH2:5]3)[N:2]([CH2:18][C:20]3[CH:21]=[CH:22][C:23]([CH3:31])=[C:24]([NH:26][S:27]([CH3:30])(=[O:29])=[O:28])[CH:25]=3)[CH2:3]4)=[CH:17][CH:16]=2)[CH:12]=[N:13]1, predict the reactants needed to synthesize it. (3) Given the product [C:38]([N:41]1[CH2:46][CH2:45][N:44]([C:21]2[N:20]=[C:19]([O:18][C:11]3[C:12]4[C:17](=[CH:16][CH:15]=[CH:14][CH:13]=4)[C:8]([NH:7][C:5](=[O:6])[C:4]4[CH:29]=[C:30]([N:32]5[CH2:37][CH2:36][CH2:35][CH2:34][CH2:33]5)[CH:31]=[C:2]([F:1])[CH:3]=4)=[CH:9][CH:10]=3)[CH:24]=[CH:23][N:22]=2)[CH2:43][CH2:42]1)(=[O:40])[CH3:39], predict the reactants needed to synthesize it. The reactants are: [F:1][C:2]1[CH:3]=[C:4]([CH:29]=[C:30]([N:32]2[CH2:37][CH2:36][CH2:35][CH2:34][CH2:33]2)[CH:31]=1)[C:5]([NH:7][C:8]1[C:17]2[C:12](=[CH:13][CH:14]=[CH:15][CH:16]=2)[C:11]([O:18][C:19]2[CH:24]=[CH:23][N:22]=[C:21](S(C)(=O)=O)[N:20]=2)=[CH:10][CH:9]=1)=[O:6].[C:38]([N:41]1[CH2:46][CH2:45][NH:44][CH2:43][CH2:42]1)(=[O:40])[CH3:39].